Dataset: NCI-60 drug combinations with 297,098 pairs across 59 cell lines. Task: Regression. Given two drug SMILES strings and cell line genomic features, predict the synergy score measuring deviation from expected non-interaction effect. (1) Drug 1: CNC(=O)C1=CC=CC=C1SC2=CC3=C(C=C2)C(=NN3)C=CC4=CC=CC=N4. Drug 2: C1CCC(C1)C(CC#N)N2C=C(C=N2)C3=C4C=CNC4=NC=N3. Cell line: DU-145. Synergy scores: CSS=5.12, Synergy_ZIP=-1.68, Synergy_Bliss=3.29, Synergy_Loewe=-0.454, Synergy_HSA=1.10. (2) Drug 1: CC1CCC2CC(C(=CC=CC=CC(CC(C(=O)C(C(C(=CC(C(=O)CC(OC(=O)C3CCCCN3C(=O)C(=O)C1(O2)O)C(C)CC4CCC(C(C4)OC)O)C)C)O)OC)C)C)C)OC. Drug 2: COC1=C2C(=CC3=C1OC=C3)C=CC(=O)O2. Cell line: M14. Synergy scores: CSS=13.8, Synergy_ZIP=-1.34, Synergy_Bliss=-2.08, Synergy_Loewe=-35.2, Synergy_HSA=-5.02. (3) Drug 1: CCCS(=O)(=O)NC1=C(C(=C(C=C1)F)C(=O)C2=CNC3=C2C=C(C=N3)C4=CC=C(C=C4)Cl)F. Drug 2: C1CC(=O)NC(=O)C1N2CC3=C(C2=O)C=CC=C3N. Cell line: KM12. Synergy scores: CSS=-5.18, Synergy_ZIP=-1.07, Synergy_Bliss=-5.82, Synergy_Loewe=-9.21, Synergy_HSA=-8.94. (4) Drug 1: CC1C(C(CC(O1)OC2CC(CC3=C2C(=C4C(=C3O)C(=O)C5=C(C4=O)C(=CC=C5)OC)O)(C(=O)C)O)N)O.Cl. Drug 2: CCC(=C(C1=CC=CC=C1)C2=CC=C(C=C2)OCCN(C)C)C3=CC=CC=C3.C(C(=O)O)C(CC(=O)O)(C(=O)O)O. Cell line: HCT-15. Synergy scores: CSS=39.8, Synergy_ZIP=11.4, Synergy_Bliss=9.20, Synergy_Loewe=-2.10, Synergy_HSA=7.48.